Predict the reaction yield, written as a fraction of the theoretical maximum amount of product (1.0 means a 100% yield; for example, 0.34 means a 34% yield). From a dataset of Reaction yield outcomes from USPTO patents with 853,638 reactions. (1) The reactants are Cl[C:2]1[C:3]([N+:11]([O-:13])=[O:12])=[C:4]([CH:8]=[CH:9][CH:10]=1)[C:5]([OH:7])=[O:6].[OH-].[K+].C(OCC)(=[O:18])C. The catalyst is O. The product is [OH:18][C:2]1[C:3]([N+:11]([O-:13])=[O:12])=[C:4]([CH:8]=[CH:9][CH:10]=1)[C:5]([OH:7])=[O:6]. The yield is 1.00. (2) No catalyst specified. The yield is 0.500. The reactants are [CH3:1][C:2]1[N:3]=[C:4]([NH2:8])[S:5][C:6]=1[CH3:7].Br[CH2:10][CH2:11][CH2:12][O:13][CH3:14].[C:15]12([C:25](O)=[O:26])[CH2:24][CH:19]3[CH2:20][CH:21]([CH2:23][CH:17]([CH2:18]3)[CH2:16]1)[CH2:22]2. The product is [CH3:14][O:13][CH2:12][CH2:11][CH2:10][N:3]1[C:2]([CH3:1])=[C:6]([CH3:7])[S:5]/[C:4]/1=[N:8]\[C:25]([C:15]12[CH2:24][CH:19]3[CH2:18][CH:17]([CH2:23][CH:21]([CH2:20]3)[CH2:22]1)[CH2:16]2)=[O:26]. (3) The reactants are Cl[C:2]1[CH:11]=[C:10]([C:12]([NH:14][C:15]2[C:16]([CH3:26])=[C:17]([CH:22]=[CH:23][C:24]=2[CH3:25])[C:18]([O:20][CH3:21])=[O:19])=[O:13])[C:9]2[C:4](=[CH:5][CH:6]=[CH:7][CH:8]=2)[N:3]=1.[C:27]([Si:31]([CH3:40])([CH3:39])[O:32][CH:33]1[CH2:38][CH2:37][NH:36][CH2:35][CH2:34]1)([CH3:30])([CH3:29])[CH3:28].C([O-])([O-])=O.[Cs+].[Cs+]. The catalyst is O1CCOCC1.C1C=CC(/C=C/C(/C=C/C2C=CC=CC=2)=O)=CC=1.C1C=CC(/C=C/C(/C=C/C2C=CC=CC=2)=O)=CC=1.C1C=CC(/C=C/C(/C=C/C2C=CC=CC=2)=O)=CC=1.[Pd].[Pd].COC1C=CC=C(OC)C=1C1C=CC=CC=1P(C1CCCCC1)C1CCCCC1. The product is [Si:31]([O:32][CH:33]1[CH2:34][CH2:35][N:36]([C:2]2[CH:11]=[C:10]([C:12]([NH:14][C:15]3[C:16]([CH3:26])=[C:17]([CH:22]=[CH:23][C:24]=3[CH3:25])[C:18]([O:20][CH3:21])=[O:19])=[O:13])[C:9]3[C:4](=[CH:5][CH:6]=[CH:7][CH:8]=3)[N:3]=2)[CH2:37][CH2:38]1)([C:27]([CH3:30])([CH3:29])[CH3:28])([CH3:40])[CH3:39]. The yield is 0.600. (4) The reactants are [OH-].[Na+].[CH:3]1([C@H:9]([NH:14][C:15]([C:17]2[CH:22]=[N:21][CH:20]=[CH:19][N:18]=2)=[O:16])[C:10]([O:12]C)=[O:11])[CH2:8][CH2:7][CH2:6][CH2:5][CH2:4]1.CO. The catalyst is C1COCC1. The product is [CH:3]1([C@H:9]([NH:14][C:15]([C:17]2[CH:22]=[N:21][CH:20]=[CH:19][N:18]=2)=[O:16])[C:10]([OH:12])=[O:11])[CH2:4][CH2:5][CH2:6][CH2:7][CH2:8]1. The yield is 0.950. (5) The reactants are [CH3:1][C:2]1[CH:11]=[C:10]([OH:12])[C:9]2[C:4](=[CH:5][CH:6]=[CH:7][CH:8]=2)[N:3]=1.Br[CH2:14][C:15]1[CH:20]=[CH:19][C:18]([B:21]2[O:25][C:24]([CH3:27])([CH3:26])[C:23]([CH3:29])([CH3:28])[O:22]2)=[CH:17][CH:16]=1. No catalyst specified. The product is [CH3:1][C:2]1[CH:11]=[C:10]([O:12][CH2:14][C:15]2[CH:16]=[CH:17][C:18]([B:21]3[O:22][C:23]([CH3:29])([CH3:28])[C:24]([CH3:27])([CH3:26])[O:25]3)=[CH:19][CH:20]=2)[C:9]2[C:4](=[CH:5][CH:6]=[CH:7][CH:8]=2)[N:3]=1. The yield is 0.280.